This data is from Cav3 T-type calcium channel HTS with 100,875 compounds. The task is: Binary Classification. Given a drug SMILES string, predict its activity (active/inactive) in a high-throughput screening assay against a specified biological target. The drug is o1c(c(C(=O)Nc2c3c(ccc2)cccc3)cc1)C. The result is 0 (inactive).